This data is from Peptide-MHC class I binding affinity with 185,985 pairs from IEDB/IMGT. The task is: Regression. Given a peptide amino acid sequence and an MHC pseudo amino acid sequence, predict their binding affinity value. This is MHC class I binding data. (1) The binding affinity (normalized) is 0.0847. The peptide sequence is LILAPTRVV. The MHC is HLA-A03:01 with pseudo-sequence HLA-A03:01. (2) The binding affinity (normalized) is 0.503. The MHC is HLA-B15:01 with pseudo-sequence HLA-B15:01. The peptide sequence is IQGTLAKAY. (3) The peptide sequence is YTFAFTSPF. The MHC is Mamu-A2201 with pseudo-sequence Mamu-A2201. The binding affinity (normalized) is 0.736. (4) The peptide sequence is RDYVDRFFKTL. The MHC is HLA-B40:02 with pseudo-sequence HLA-B40:02. The binding affinity (normalized) is 0.198. (5) The peptide sequence is GEYAPFARL. The MHC is HLA-A25:01 with pseudo-sequence HLA-A25:01. The binding affinity (normalized) is 0.0847. (6) The peptide sequence is EESVYRSL. The MHC is HLA-A02:02 with pseudo-sequence HLA-A02:02. The binding affinity (normalized) is 0.113. (7) The peptide sequence is EIEIEKNKK. The MHC is HLA-A31:01 with pseudo-sequence HLA-A31:01. The binding affinity (normalized) is 0.0847.